Dataset: Catalyst prediction with 721,799 reactions and 888 catalyst types from USPTO. Task: Predict which catalyst facilitates the given reaction. (1) Reactant: C(OC([N:8]1[CH2:13][CH2:12][N:11]([C:14]2[CH:19]=[CH:18][C:17]([NH:20][C:21]3[C:22]4[N:23]([N:37]=[CH:38][N:39]=4)[C:24]([C:27]4[CH:28]=[C:29]5[C:33](=[CH:34][CH:35]=4)[C:32](=[O:36])[NH:31][CH2:30]5)=[CH:25][N:26]=3)=[CH:16][CH:15]=2)[C:10](=[O:40])[CH2:9]1)=O)(C)(C)C.C(O)(C(F)(F)F)=O. Product: [O:40]=[C:10]1[CH2:9][NH:8][CH2:13][CH2:12][N:11]1[C:14]1[CH:15]=[CH:16][C:17]([NH:20][C:21]2[C:22]3[N:23]([N:37]=[CH:38][N:39]=3)[C:24]([C:27]3[CH:28]=[C:29]4[C:33](=[CH:34][CH:35]=3)[C:32](=[O:36])[NH:31][CH2:30]4)=[CH:25][N:26]=2)=[CH:18][CH:19]=1. The catalyst class is: 326. (2) Reactant: [CH:1]([NH:4][C:5]([C:7]1[NH:11][C:10]([C:12](OCC)=[O:13])=[N:9][CH:8]=1)=[O:6])([CH3:3])[CH3:2].[H-].[H-].[H-].[H-].[Li+].[Al+3].C(Cl)Cl. Product: [CH:12]([C:10]1[NH:11][C:7]([C:5]([NH:4][CH:1]([CH3:3])[CH3:2])=[O:6])=[CH:8][N:9]=1)=[O:13]. The catalyst class is: 725. (3) Reactant: [C:1]([O:4][C@@H:5]([C@H:16]1[C@H:21]([NH:22][C:23](=[O:25])[CH3:24])[C@@H:20](OC(=O)C)[CH2:19][C@@:18](OC(=O)C)([C:30]([O:32][CH3:33])=[O:31])[O:17]1)[C@H:6]([O:12][C:13](=[O:15])[CH3:14])[CH2:7][O:8][C:9](=[O:11])[CH3:10])(=[O:3])[CH3:2].[Si](OS(C(F)(F)F)(=O)=O)(C)(C)C. Product: [C:1]([O:4][C@@H:5]([C@H:16]1[C@@H:21]2[N:22]=[C:23]([CH3:24])[O:25][C@@H:20]2[CH:19]=[C:18]([C:30]([O:32][CH3:33])=[O:31])[O:17]1)[C@H:6]([O:12][C:13](=[O:15])[CH3:14])[CH2:7][O:8][C:9](=[O:11])[CH3:10])(=[O:3])[CH3:2]. The catalyst class is: 25. (4) Product: [I:1][C:2]1[C:7]([CH2:8][OH:9])=[C:6]([CH3:13])[N:5]=[C:4]2[N:14]([CH3:17])[CH:15]=[CH:16][C:3]=12. The catalyst class is: 4. Reactant: [I:1][C:2]1[C:7]([C:8](OCC)=[O:9])=[C:6]([CH3:13])[N:5]=[C:4]2[N:14]([CH3:17])[CH:15]=[CH:16][C:3]=12.CC(C[AlH]CC(C)C)C.O.[OH-].[Na+]. (5) Reactant: [I:1][C:2]1[CH:7]=[CH:6][CH:5]=[CH:4][C:3]=1[CH2:8][CH2:9][C:10](=O)[CH2:11][C:12](=O)[C:13]([O:15][CH2:16][CH3:17])=[O:14].O.[NH2:21][NH2:22].C(=O)(O)[O-].[Na+]. Product: [I:1][C:2]1[CH:7]=[CH:6][CH:5]=[CH:4][C:3]=1[CH2:8][CH2:9][C:10]1[NH:22][N:21]=[C:12]([C:13]([O:15][CH2:16][CH3:17])=[O:14])[CH:11]=1. The catalyst class is: 15. (6) Reactant: [CH3:1][O:2][C:3]1[CH:4]=[C:5]2[C:10](=[CH:11][C:12]=1[O:13][CH3:14])[N:9]=[C:8](OC1C=CC(N)=CC=1)[CH:7]=[CH:6]2.[CH2:23](N(CC)CC)C.ClC(Cl)(OC(=O)OC(Cl)(Cl)Cl)Cl.C(O[C:47]([N:49]1[CH2:54][CH2:53][CH:52]([CH2:55]O)[CH2:51]C1)=[O:48])(C)(C)C.C(C1C=CC([NH:67][C:68]2[CH:73]=[CH:72][C:71]([O:74]C3C4C(=CC(OCCCCl)=C(OC)C=4)N=CC=3)=[CH:70][CH:69]=2)=CC=1)(C)(C)C. Product: [CH3:1][O:2][C:3]1[CH:4]=[C:5]2[C:10](=[CH:11][C:12]=1[O:13][CH3:14])[N:9]=[CH:8][CH:7]=[C:6]2[O:74][C:71]1[CH:72]=[CH:73][C:68]([NH:67][C:47]([NH:49][CH2:54][CH2:53][C:52]([CH3:51])([CH3:55])[CH3:23])=[O:48])=[CH:69][CH:70]=1. The catalyst class is: 146. (7) Reactant: [C:1]1([S:7]([CH:10]2[CH2:15][CH2:14][NH:13][CH2:12][CH2:11]2)(=[O:9])=[O:8])[CH:6]=[CH:5][CH:4]=[CH:3][CH:2]=1.CC(C)([O-])C.[Na+].Br[C:23]1[CH:28]=[CH:27][C:26]([C:29]([OH:38])([C:34]([F:37])([F:36])[F:35])[C:30]([F:33])([F:32])[F:31])=[CH:25][CH:24]=1.COC(C)(C)C. Product: [F:31][C:30]([F:32])([F:33])[C:29]([C:26]1[CH:25]=[CH:24][C:23]([N:13]2[CH2:12][CH2:11][CH:10]([S:7]([C:1]3[CH:6]=[CH:5][CH:4]=[CH:3][CH:2]=3)(=[O:9])=[O:8])[CH2:15][CH2:14]2)=[CH:28][CH:27]=1)([OH:38])[C:34]([F:35])([F:37])[F:36]. The catalyst class is: 11. (8) Reactant: [C:1]([C:5]1[CH:6]=[C:7]([C:17]2[CH:25]=[CH:24][CH:23]=[C:22]3[C:18]=2[CH:19]=[CH:20][CH2:21]3)[CH:8]=[C:9]([C:13]([CH3:16])([CH3:15])[CH3:14])[C:10]=1[O:11][CH3:12])([CH3:4])([CH3:3])[CH3:2].[Br:26]N1C(=O)CCC1=O. Product: [Br:26][C:20]1[CH2:21][C:22]2[C:18]([CH:19]=1)=[C:17]([C:7]1[CH:8]=[C:9]([C:13]([CH3:16])([CH3:15])[CH3:14])[C:10]([O:11][CH3:12])=[C:5]([C:1]([CH3:2])([CH3:3])[CH3:4])[CH:6]=1)[CH:25]=[CH:24][CH:23]=2. The catalyst class is: 58. (9) Reactant: Br[C:2]1[CH:14]=[C:13]([F:15])[CH:12]=[CH:11][C:3]=1[O:4][CH:5]1[CH2:10][CH2:9][CH2:8][CH2:7][O:6]1.[N:16]1[CH:21]=[CH:20][C:19](B(O)O)=[CH:18][CH:17]=1.C([O-])([O-])=O.[Cs+].[Cs+]. Product: [F:15][C:13]1[CH:12]=[CH:11][C:3]([O:4][CH:5]2[CH2:10][CH2:9][CH2:8][CH2:7][O:6]2)=[C:2]([C:19]2[CH:20]=[CH:21][N:16]=[CH:17][CH:18]=2)[CH:14]=1. The catalyst class is: 12. (10) Reactant: [Li+].CC([N-][CH:6]([CH3:8])[CH3:7])C.[CH:9]([O:12][C:13](=[O:17])C(C)C)([CH3:11])[CH3:10].Br[CH2:19][C:20]#[CH:21].O. Product: [CH:9]([O:12][C:13](=[O:17])[C:6]([CH3:7])([CH3:8])[CH2:21][C:20]#[CH:19])([CH3:11])[CH3:10]. The catalyst class is: 1.